Dataset: Catalyst prediction with 721,799 reactions and 888 catalyst types from USPTO. Task: Predict which catalyst facilitates the given reaction. (1) Reactant: [F:1][C:2]1[CH:3]=[CH:4][C:5]([CH3:15])=[C:6]([CH:14]=1)[O:7][CH2:8][C:9]([O:11][CH2:12][CH3:13])=[O:10].C1C(=O)N([Br:23])C(=O)C1.C(OOC(=O)C1C=CC=CC=1)(=O)C1C=CC=CC=1. Product: [Br:23][CH2:15][C:5]1[CH:4]=[CH:3][C:2]([F:1])=[CH:14][C:6]=1[O:7][CH2:8][C:9]([O:11][CH2:12][CH3:13])=[O:10]. The catalyst class is: 53. (2) Reactant: [OH:1][C:2]1[CH:3]=[C:4]2[C:9](=[CH:10][CH:11]=1)[C:8]([C:12]([OH:14])=[O:13])=[CH:7][CH:6]=[CH:5]2.C([O-])([O-])=O.[Cs+].[Cs+].Cl.Cl[C:23]1[CH:28]=[CH:27][N:26]=[CH:25][CH:24]=1.Cl. Product: [N:26]1[CH:27]=[CH:28][C:23]([O:1][C:2]2[CH:3]=[C:4]3[C:9](=[CH:10][CH:11]=2)[C:8]([C:12]([OH:14])=[O:13])=[CH:7][CH:6]=[CH:5]3)=[CH:24][CH:25]=1. The catalyst class is: 58.